From a dataset of Catalyst prediction with 721,799 reactions and 888 catalyst types from USPTO. Predict which catalyst facilitates the given reaction. (1) Reactant: [C:1]1([C:7]2[C:8]3[CH:19]=[CH:18][CH:17]=[CH:16][C:9]=3[S:10][C:11]=2[C:12]([O:14]C)=[O:13])[CH:6]=[CH:5][CH:4]=[CH:3][CH:2]=1.O.[OH-].[Li+].O. Product: [C:1]1([C:7]2[C:8]3[CH:19]=[CH:18][CH:17]=[CH:16][C:9]=3[S:10][C:11]=2[C:12]([OH:14])=[O:13])[CH:2]=[CH:3][CH:4]=[CH:5][CH:6]=1. The catalyst class is: 5. (2) Reactant: O[CH:2]([C:19]1[CH:24]=[CH:23][CH:22]=[C:21]([N+:25]([O-:27])=[O:26])[C:20]=1[CH3:28])[CH2:3][N:4]1[CH2:9][CH2:8][N:7]([C:10]([O:12][C:13]([CH3:16])([CH3:15])[CH3:14])=[O:11])[CH2:6][C@H:5]1[CH2:17][OH:18].C(C=P(CCCC)(CCCC)CCCC)#N. Product: [CH3:28][C:20]1[C:21]([N+:25]([O-:27])=[O:26])=[CH:22][CH:23]=[CH:24][C:19]=1[CH:2]1[O:18][CH2:17][C@@H:5]2[CH2:6][N:7]([C:10]([O:12][C:13]([CH3:15])([CH3:16])[CH3:14])=[O:11])[CH2:8][CH2:9][N:4]2[CH2:3]1. The catalyst class is: 48. (3) Reactant: C[O:2][C:3](=[O:13])[CH:4](Br)[C:5]1[CH:10]=[CH:9][C:8]([Br:11])=[CH:7][CH:6]=1.[CH:14]1([SH:19])[CH2:18][CH2:17][CH2:16][CH2:15]1.[NH2:20][C:21]1[S:22][CH:23]=[CH:24][N:25]=1. Product: [CH:14]1([S:19][CH:4]([C:5]2[CH:10]=[CH:9][C:8]([Br:11])=[CH:7][CH:6]=2)[C:3]([OH:2])=[O:13])[CH2:18][CH2:17][CH2:16][CH2:15]1.[CH:14]1([S:19][CH:4]([C:5]2[CH:6]=[CH:7][C:8]([Br:11])=[CH:9][CH:10]=2)[C:3]([NH:20][C:21]2[S:22][CH:23]=[CH:24][N:25]=2)=[O:13])[CH2:18][CH2:17][CH2:16][CH2:15]1. The catalyst class is: 1. (4) Reactant: FC(F)(F)C(O)=O.[CH3:8][O:9][C:10](=[O:38])[C@@H:11]([NH:14][C:15]([C:17]1[S:18][C:19]([C:25](=[O:37])[NH:26][CH2:27][C:28]2[CH:36]=[CH:35][CH:34]=[C:33]3[C:29]=2[CH:30]=[N:31][NH:32]3)=[CH:20][C:21]=1[CH:22]([CH3:24])[CH3:23])=[O:16])[CH2:12][NH2:13].C(N(CC)CC)C.CN(C(ON1N=NC2C=CC=CC1=2)=[N+](C)C)C.F[P-](F)(F)(F)(F)F.C1C=CC2N(O)N=NC=2C=1.[S:80]1[CH:84]=[CH:83][CH:82]=[C:81]1[C:85](O)=[O:86]. Product: [CH3:8][O:9][C:10](=[O:38])[C@@H:11]([NH:14][C:15]([C:17]1[S:18][C:19]([C:25](=[O:37])[NH:26][CH2:27][C:28]2[CH:36]=[CH:35][CH:34]=[C:33]3[C:29]=2[CH:30]=[N:31][NH:32]3)=[CH:20][C:21]=1[CH:22]([CH3:24])[CH3:23])=[O:16])[CH2:12][NH:13][C:85]([C:81]1[S:80][CH:84]=[CH:83][CH:82]=1)=[O:86]. The catalyst class is: 31.